Task: Predict the reactants needed to synthesize the given product.. Dataset: Full USPTO retrosynthesis dataset with 1.9M reactions from patents (1976-2016) (1) Given the product [CH3:13][O:14][C:15]1[CH:20]=[CH:19][CH:18]=[CH:17][C:16]=1[N:21]1[CH2:26][CH2:25][N:24]([CH2:11][C:3]2[N:2]([CH3:1])[C:10]3[C:5]([CH:4]=2)=[CH:6][CH:7]=[CH:8][CH:9]=3)[CH2:23][CH2:22]1, predict the reactants needed to synthesize it. The reactants are: [CH3:1][N:2]1[C:10]2[C:5](=[CH:6][CH:7]=[CH:8][CH:9]=2)[CH:4]=[C:3]1[CH:11]=O.[CH3:13][O:14][C:15]1[CH:20]=[CH:19][CH:18]=[CH:17][C:16]=1[N:21]1[CH2:26][CH2:25][NH:24][CH2:23][CH2:22]1. (2) Given the product [C:21]1([CH2:27][CH2:28][CH2:29][CH2:30][NH:31][C:18]([C:4]2[NH:5][C:6]([CH:7]=[C:8]3[C:16]4[C:11](=[CH:12][CH:13]=[CH:14][CH:15]=4)[NH:10][C:9]3=[O:17])=[C:2]([CH3:1])[CH:3]=2)=[O:20])[CH:26]=[CH:25][CH:24]=[CH:23][CH:22]=1, predict the reactants needed to synthesize it. The reactants are: [CH3:1][C:2]1[CH:3]=[C:4]([C:18]([OH:20])=O)[NH:5][C:6]=1[CH:7]=[C:8]1[C:16]2[C:11](=[CH:12][CH:13]=[CH:14][CH:15]=2)[NH:10][C:9]1=[O:17].[C:21]1([CH2:27][CH2:28][CH2:29][CH2:30][NH2:31])[CH:26]=[CH:25][CH:24]=[CH:23][CH:22]=1.CCN(CC)CC.